Dataset: Peptide-MHC class I binding affinity with 185,985 pairs from IEDB/IMGT. Task: Regression. Given a peptide amino acid sequence and an MHC pseudo amino acid sequence, predict their binding affinity value. This is MHC class I binding data. The peptide sequence is ERTLHLVEL. The MHC is HLA-A23:01 with pseudo-sequence HLA-A23:01. The binding affinity (normalized) is 0.